This data is from Forward reaction prediction with 1.9M reactions from USPTO patents (1976-2016). The task is: Predict the product of the given reaction. (1) Given the reactants [CH3:1][C:2]1[C:3]([C:25]([O:27]CC)=[O:26])=[C:4]2[CH:9]=[CH:8][CH:7]=[N:6][N:5]2[C:10]=1[CH:11]([CH:13]1[CH2:18][CH2:17][N:16]([CH2:19][CH2:20][C:21]([F:24])([F:23])[F:22])[CH2:15][CH2:14]1)[CH3:12].[OH-].[Li+].C1COCC1.Cl, predict the reaction product. The product is: [CH3:1][C:2]1[C:3]([C:25]([OH:27])=[O:26])=[C:4]2[CH:9]=[CH:8][CH:7]=[N:6][N:5]2[C:10]=1[CH:11]([CH:13]1[CH2:18][CH2:17][N:16]([CH2:19][CH2:20][C:21]([F:24])([F:23])[F:22])[CH2:15][CH2:14]1)[CH3:12]. (2) Given the reactants C[O:2][C:3](=[O:38])[CH2:4][C@@H:5]([N:13]1[C:17]2=[N:18][C:19]([C:22]#[N:23])=[CH:20][CH:21]=[C:16]2[N:15]([CH2:24][C:25]2[C:33]3[C:28](=[CH:29][C:30]([CH3:35])=[CH:31][C:32]=3[CH3:34])[N:27]([CH3:36])[CH:26]=2)[C:14]1=[O:37])[C:6]1[CH:11]=[CH:10][C:9]([F:12])=[CH:8][CH:7]=1.O.[OH-].[Li+].C(O)(=[O:44])C, predict the reaction product. The product is: [C:22]([C:19]1[N:18]=[C:17]2[N:13]([C@@H:5]([C:6]3[CH:11]=[CH:10][C:9]([F:12])=[CH:8][CH:7]=3)[CH2:4][C:3]([OH:2])=[O:38])[C:14](=[O:37])[N:15]([CH2:24][C:25]3[C:33]4[C:28](=[CH:29][C:30]([CH3:35])=[CH:31][C:32]=4[CH3:34])[N:27]([CH3:36])[CH:26]=3)[C:16]2=[CH:21][CH:20]=1)(=[O:44])[NH2:23]. (3) The product is: [C:1]([O:5][C:6]([C:8]1[CH:9]=[C:10]([C:22]#[CH:23])[CH:11]=[C:12]2[C:17]=1[O:16][C:15]([CH3:19])([CH3:18])[CH2:14][C:13]2([CH3:21])[CH3:20])=[O:7])([CH3:4])([CH3:3])[CH3:2]. Given the reactants [C:1]([O:5][C:6]([C:8]1[CH:9]=[C:10]([C:22]#[C:23][Si](C)(C)C)[CH:11]=[C:12]2[C:17]=1[O:16][C:15]([CH3:19])([CH3:18])[CH2:14][C:13]2([CH3:21])[CH3:20])=[O:7])([CH3:4])([CH3:3])[CH3:2].C(=O)([O-])[O-].[K+].[K+], predict the reaction product. (4) Given the reactants [CH3:1][O:2][C:3]1[CH:8]=[C:7](F)[C:6]([CH3:10])=[CH:5][C:4]=1[N+:11]([O-:13])=[O:12].C([O-])([O-])=O.[K+].[K+].Cl.[CH3:21][S:22]([CH2:25][CH2:26][N:27]1[CH2:32][CH2:31][NH:30][CH2:29][CH2:28]1)(=[O:24])=[O:23].O, predict the reaction product. The product is: [CH3:10][C:6]1[CH:5]=[C:4]([N+:11]([O-:13])=[O:12])[C:3]([O:2][CH3:1])=[CH:8][C:7]=1[N:30]1[CH2:29][CH2:28][N:27]([CH2:26][CH2:25][S:22]([CH3:21])(=[O:23])=[O:24])[CH2:32][CH2:31]1. (5) Given the reactants [C:1]([O:5][C:6]([NH:8][C@H:9]([C:14]([N:16]1[C@@H:24]([C:25]#[C:26][Si](C)(C)C)[CH2:23][CH2:22][C@H:17]1[C:18]([O:20]C)=[O:19])=[O:15])[CH2:10][CH:11]([CH3:13])[CH3:12])=[O:7])([CH3:4])([CH3:3])[CH3:2].[OH-].[Li+], predict the reaction product. The product is: [C:1]([O:5][C:6]([NH:8][C@H:9]([C:14]([N:16]1[C@@H:24]([C:25]#[CH:26])[CH2:23][CH2:22][C@H:17]1[C:18]([OH:20])=[O:19])=[O:15])[CH2:10][CH:11]([CH3:13])[CH3:12])=[O:7])([CH3:4])([CH3:2])[CH3:3]. (6) Given the reactants Br[C:2]1[CH:7]=[C:6]([CH3:8])[CH:5]=[CH:4][N:3]=1.[Cl-].[Li+].C(=O)([O-])[O-].[Na+].[Na+].[C:17]1(B(O)O)[CH:22]=[CH:21][CH:20]=[CH:19][CH:18]=1, predict the reaction product. The product is: [C:17]1([C:2]2[CH:7]=[C:6]([CH3:8])[CH:5]=[CH:4][N:3]=2)[CH:22]=[CH:21][CH:20]=[CH:19][CH:18]=1. (7) Given the reactants [Cl:1][C:2]1[CH:7]=[CH:6][C:5]([S:8][C:9]2[CH:16]=[CH:15][C:12]([CH:13]=[O:14])=[CH:11][CH:10]=2)=[CH:4][CH:3]=1.ClC1C=C(C=CC=1)C(OO)=[O:22].[OH-:28].[K+], predict the reaction product. The product is: [Cl:1][C:2]1[CH:7]=[CH:6][C:5]([S:8]([C:9]2[CH:16]=[CH:15][C:12]([CH:13]=[O:14])=[CH:11][CH:10]=2)(=[O:22])=[O:28])=[CH:4][CH:3]=1.